From a dataset of Full USPTO retrosynthesis dataset with 1.9M reactions from patents (1976-2016). Predict the reactants needed to synthesize the given product. (1) Given the product [CH2:25]([O:24][C:22]([C:21]1[C:4]([CH3:5])=[C:3]([C:7]2[CH:12]=[CH:11][CH:10]=[CH:9][CH:8]=2)[NH:2][C:13]=1[C:14]1[CH:19]=[CH:18][N:17]=[CH:16][CH:15]=1)=[O:23])[CH3:26], predict the reactants needed to synthesize it. The reactants are: Cl.[NH2:2][CH:3]([C:7]1[CH:12]=[CH:11][CH:10]=[CH:9][CH:8]=1)[C:4](=O)[CH3:5].[C:13]([CH2:21][C:22]([O:24][CH2:25][CH3:26])=[O:23])(=O)[C:14]1[CH:19]=[CH:18][N:17]=[CH:16][CH:15]=1.C([O-])(=O)C.[NH4+]. (2) Given the product [C:27]([C:25]1[NH:24][N:23]=[C:22]([C@:15]23[C:14](=[O:31])[O:13][C@H:12]([CH3:32])[C@H:11]2[C@@H:10](/[CH:9]=[CH:8]/[C:5]2[N:6]=[CH:7][C:2]([C:36]4[CH:37]=[CH:38][CH:39]=[CH:40][C:35]=4[C:33]#[N:34])=[CH:3][CH:4]=2)[C@H:18]([CH3:19])[C:17]([F:21])([F:20])[CH2:16]3)[CH:26]=1)([CH3:30])([CH3:29])[CH3:28], predict the reactants needed to synthesize it. The reactants are: Br[C:2]1[CH:3]=[CH:4][C:5](/[CH:8]=[CH:9]/[C@H:10]2[C@H:18]([CH3:19])[C:17]([F:21])([F:20])[CH2:16][C@:15]3([C:22]4[CH:26]=[C:25]([C:27]([CH3:30])([CH3:29])[CH3:28])[NH:24][N:23]=4)[C@H:11]2[C@@H:12]([CH3:32])[O:13][C:14]3=[O:31])=[N:6][CH:7]=1.[C:33]([C:35]1[CH:40]=[CH:39][CH:38]=[CH:37][C:36]=1B(O)O)#[N:34].P([O-])([O-])([O-])=O.[K+].[K+].[K+]. (3) The reactants are: [N+:1]([C:4]1[CH:9]=[CH:8][C:7]([N:10]2[CH2:15][CH2:14][CH:13]([NH:16][C:17](=[O:23])[O:18][C:19]([CH3:22])([CH3:21])[CH3:20])[CH2:12][CH2:11]2)=[CH:6][CH:5]=1)([O-])=O.CCO.[H][H]. Given the product [NH2:1][C:4]1[CH:9]=[CH:8][C:7]([N:10]2[CH2:15][CH2:14][CH:13]([NH:16][C:17](=[O:23])[O:18][C:19]([CH3:21])([CH3:20])[CH3:22])[CH2:12][CH2:11]2)=[CH:6][CH:5]=1, predict the reactants needed to synthesize it.